This data is from hERG potassium channel inhibition data for cardiac toxicity prediction from Karim et al.. The task is: Regression/Classification. Given a drug SMILES string, predict its toxicity properties. Task type varies by dataset: regression for continuous values (e.g., LD50, hERG inhibition percentage) or binary classification for toxic/non-toxic outcomes (e.g., AMES mutagenicity, cardiotoxicity, hepatotoxicity). Dataset: herg_karim. (1) The drug is CCN(CC)C(=O)C1C=C2c3cccc4[nH]cc(c34)CC2N(C(=O)Nc2ccccc2)C1. The result is 0 (non-blocker). (2) The molecule is C[C@@H]1c2nnn(-c3cnccn3)c2CCN1C(=O)c1cccc(C(F)(F)F)c1Cl. The result is 0 (non-blocker). (3) The molecule is CCC(=O)O[C@]1(C(=O)CO)CC[C@H]2[C@@H]3CCC4=CC(=O)CC[C@]4(C)[C@H]3CC[C@@]21C. The result is 0 (non-blocker).